From a dataset of Reaction yield outcomes from USPTO patents with 853,638 reactions. Predict the reaction yield, written as a fraction of the theoretical maximum amount of product (1.0 means a 100% yield; for example, 0.34 means a 34% yield). (1) The reactants are [CH3:1][C:2]1[CH:3]=[C:4]([NH2:12])[CH:5]=[C:6]([CH3:11])[C:7]=1[N+:8]([O-:10])=[O:9].[F:13][C:14]([F:24])([F:23])[C:15]1[CH:22]=[CH:21][C:18]([CH:19]=O)=[CH:17][CH:16]=1.O. The catalyst is C(O)C. The product is [CH3:11][C:6]1[CH:5]=[C:4]([NH:12][CH2:19][C:18]2[CH:17]=[CH:16][C:15]([C:14]([F:13])([F:23])[F:24])=[CH:22][CH:21]=2)[CH:3]=[C:2]([CH3:1])[C:7]=1[N+:8]([O-:10])=[O:9]. The yield is 0.850. (2) The reactants are [Cl:1][C:2]1[CH:8]=[CH:7][C:5]([NH2:6])=[CH:4][CH:3]=1.O=[C:10]([CH2:16][CH3:17])[CH2:11][C:12]([O:14][CH3:15])=[O:13]. The catalyst is O.C1(C)C=CC(S(O)(=O)=O)=CC=1.C1(C)C=CC=CC=1. The product is [Cl:1][C:2]1[CH:8]=[CH:7][C:5]([NH:6][C:10]([CH2:16][CH3:17])=[CH:11][C:12]([O:14][CH3:15])=[O:13])=[CH:4][CH:3]=1. The yield is 0.705.